Dataset: Reaction yield outcomes from USPTO patents with 853,638 reactions. Task: Predict the reaction yield, written as a fraction of the theoretical maximum amount of product (1.0 means a 100% yield; for example, 0.34 means a 34% yield). (1) The reactants are Br[C:2]1[CH:7]=[CH:6][C:5]([N:8]2[C:12]([CH2:13][C@@H:14]3[CH2:18][CH2:17][N:16]([C:19]([CH:21]4[CH2:23][CH2:22]4)=[O:20])[CH2:15]3)=[N:11][NH:10][C:9]2=[O:24])=[C:4]([CH3:25])[CH:3]=1.[F:26][C:27]1[CH:32]=[CH:31][C:30](B(O)O)=[CH:29][CH:28]=1.C([O-])([O-])=O.[K+].[K+].O1CCOCC1. The catalyst is C1C=CC(P(C2C=CC=CC=2)[C-]2C=CC=C2)=CC=1.C1C=CC(P(C2C=CC=CC=2)[C-]2C=CC=C2)=CC=1.Cl[Pd]Cl.[Fe+2].O. The product is [CH:21]1([C:19]([N:16]2[CH2:17][CH2:18][C@@H:14]([CH2:13][C:12]3[N:8]([C:5]4[CH:6]=[CH:7][C:2]([C:30]5[CH:31]=[CH:32][C:27]([F:26])=[CH:28][CH:29]=5)=[CH:3][C:4]=4[CH3:25])[C:9](=[O:24])[NH:10][N:11]=3)[CH2:15]2)=[O:20])[CH2:23][CH2:22]1. The yield is 0.578. (2) The reactants are [OH:1][C:2]([C:8]1[S:9][CH:10]=[C:11]([CH3:13])[N:12]=1)([CH3:7])[C:3]([NH:5][NH2:6])=O.[F:14][C:15]1[C:16]([CH2:22][N:23]2[CH:27]=[CH:26][C:25]([N:28]=[C:29]=[S:30])=[N:24]2)=[N:17][CH:18]=[CH:19][C:20]=1[CH3:21].S(=O)(=O)(O)O.N. The catalyst is C(O)C.O.C(OCC)(=O)C. The product is [F:14][C:15]1[C:16]([CH2:22][N:23]2[CH:27]=[CH:26][C:25]([NH:28][C:29]3[S:30][C:3]([C:2]([C:8]4[S:9][CH:10]=[C:11]([CH3:13])[N:12]=4)([OH:1])[CH3:7])=[N:5][N:6]=3)=[N:24]2)=[N:17][CH:18]=[CH:19][C:20]=1[CH3:21]. The yield is 0.683. (3) The reactants are [F:1][C:2]1[CH:7]=[CH:6][C:5]([N:8]=[C:9]=[O:10])=[CH:4][CH:3]=1.[F:11][C:12]([F:32])([F:31])[O:13][C:14]1[CH:19]=[CH:18][C:17]([S:20]([N:23]2[CH2:28][CH2:27][CH:26]([O:29][NH2:30])[CH2:25][CH2:24]2)(=[O:22])=[O:21])=[CH:16][CH:15]=1.N1C=CC=CC=1. The catalyst is C(Cl)Cl. The product is [F:1][C:2]1[CH:7]=[CH:6][C:5]([NH:8][C:9]([NH:30][O:29][CH:26]2[CH2:25][CH2:24][N:23]([S:20]([C:17]3[CH:16]=[CH:15][C:14]([O:13][C:12]([F:32])([F:11])[F:31])=[CH:19][CH:18]=3)(=[O:21])=[O:22])[CH2:28][CH2:27]2)=[O:10])=[CH:4][CH:3]=1. The yield is 0.330. (4) The reactants are [CH2:1]=[CH:2][CH2:3][CH2:4][CH2:5][CH2:6][CH2:7][CH2:8][CH2:9][CH3:10].[OH2:11].OO. The catalyst is ClCCl.O.[O-2].[O-2].[Mn+4]. The product is [CH2:1]1[O:11][CH:2]1[CH2:3][CH2:4][CH2:5][CH2:6][CH2:7][CH2:8][CH2:9][CH3:10]. The yield is 0.940. (5) The reactants are [C:1]([O:5][C:6]([N:8]1[CH2:13][CH2:12][C:11](=[O:14])[CH2:10][C@@H:9]1[C:15]([OH:17])=[O:16])=[O:7])([CH3:4])([CH3:3])[CH3:2].[C:18](OC(O[C:18]([CH3:21])([CH3:20])[CH3:19])N(C)C)([CH3:21])([CH3:20])[CH3:19].CCOC(C)=O.O. The catalyst is C1(C)C=CC=CC=1. The product is [O:14]=[C:11]1[CH2:12][CH2:13][N:8]([C:6]([O:5][C:1]([CH3:4])([CH3:2])[CH3:3])=[O:7])[C@@H:9]([C:15]([O:17][C:18]([CH3:21])([CH3:20])[CH3:19])=[O:16])[CH2:10]1. The yield is 0.720. (6) The reactants are [C:1]1([C:7](=O)[CH2:8][C:9]2[CH:14]=[CH:13][CH:12]=[CH:11][CH:10]=2)[CH:6]=[CH:5][CH:4]=[CH:3][CH:2]=1.[CH:16]([C:18]1[CH:19]=[C:20]([CH:24]=[CH:25][CH:26]=1)[C:21]([OH:23])=[O:22])=O.[NH2:27][C:28]([NH2:30])=[O:29].Cl. The catalyst is CCO. The product is [O:29]=[C:28]1[NH:30][CH:16]([C:18]2[CH:19]=[C:20]([CH:24]=[CH:25][CH:26]=2)[C:21]([OH:23])=[O:22])[C:8]([C:9]2[CH:14]=[CH:13][CH:12]=[CH:11][CH:10]=2)=[C:7]([C:1]2[CH:6]=[CH:5][CH:4]=[CH:3][CH:2]=2)[NH:27]1. The yield is 0.150. (7) The reactants are Cl[CH2:2][C:3](=[CH2:16])[CH2:4][CH:5]1[O:9][C:8](=[O:10])[CH:7]=[C:6]1[N:11]1[CH2:15][CH2:14][CH2:13][CH2:12]1.[Cl:17][C:18]1[N:23]=[CH:22][C:21]([CH2:24][NH2:25])=[CH:20][CH:19]=1.C(N(C(C)C)C(C)C)C. The catalyst is C(#N)C. The product is [Cl:17][C:18]1[N:23]=[CH:22][C:21]([CH2:24][NH:25][CH2:2][C:3](=[CH2:16])[CH2:4][CH:5]2[O:9][C:8](=[O:10])[CH:7]=[C:6]2[N:11]2[CH2:15][CH2:14][CH2:13][CH2:12]2)=[CH:20][CH:19]=1. The yield is 0.730. (8) The reactants are [Br:1][C:2]1[CH:3]=[N:4][NH:5][CH:6]=1.Cl.C(OCN1C2N=CN=C(C3C=NN([CH:30]([O:32][CH2:33][CH3:34])[CH3:31])C=3)C=2C=C1)(=O)C(C)(C)C. The catalyst is C(Cl)Cl.O1CCOCC1. The product is [Br:1][C:2]1[CH:3]=[N:4][N:5]([CH2:31][CH2:30][O:32][CH2:33][CH3:34])[CH:6]=1. The yield is 0.970. (9) The reactants are [CH3:1][O:2][CH2:3][CH2:4][CH:5]1[CH2:8][CH:7]([C:9]2[CH:10]=[C:11]([C:15]#[C:16][Si](C(C)C)(C(C)C)C(C)C)[CH:12]=[CH:13][CH:14]=2)[CH2:6]1.[F-].C([N+](CCCC)(CCCC)CCCC)CCC.Br[C:46]1[CH:51]=[CH:50][C:49]([O:52][CH:53]([F:55])[F:54])=[CH:48][CH:47]=1.C(N(CC)CC)C. The catalyst is C1COCC1.[Cu](I)I.C1C=CC([P]([Pd]([P](C2C=CC=CC=2)(C2C=CC=CC=2)C2C=CC=CC=2)([P](C2C=CC=CC=2)(C2C=CC=CC=2)C2C=CC=CC=2)[P](C2C=CC=CC=2)(C2C=CC=CC=2)C2C=CC=CC=2)(C2C=CC=CC=2)C2C=CC=CC=2)=CC=1. The product is [F:54][CH:53]([F:55])[O:52][C:49]1[CH:50]=[CH:51][C:46]([C:16]#[C:15][C:11]2[CH:12]=[CH:13][CH:14]=[C:9]([CH:7]3[CH2:6][CH:5]([CH2:4][CH2:3][O:2][CH3:1])[CH2:8]3)[CH:10]=2)=[CH:47][CH:48]=1. The yield is 0.460. (10) The reactants are [Br:1][C:2]1[CH:7]=[CH:6][N:5]=[C:4]([C:8](=O)[CH2:9][CH2:10][CH:11]=O)[CH:3]=1.C(O)(=O)C.[BH-](OC(C)=O)(OC(C)=O)OC(C)=O.[Na+].[CH3:32][O:33][C:34]1[CH:39]=[CH:38][C:37]([C@H:40]([NH2:42])[CH3:41])=[CH:36][CH:35]=1. The catalyst is C(Cl)Cl. The product is [Br:1][C:2]1[CH:7]=[CH:6][N:5]=[C:4]([C@@H:8]2[CH2:9][CH2:10][CH2:11][N:42]2[C@H:40]([C:37]2[CH:38]=[CH:39][C:34]([O:33][CH3:32])=[CH:35][CH:36]=2)[CH3:41])[CH:3]=1. The yield is 0.360.